This data is from Peptide-MHC class I binding affinity with 185,985 pairs from IEDB/IMGT. The task is: Regression. Given a peptide amino acid sequence and an MHC pseudo amino acid sequence, predict their binding affinity value. This is MHC class I binding data. (1) The binding affinity (normalized) is 0.991. The peptide sequence is FVFNGTSWFI. The MHC is HLA-A02:01 with pseudo-sequence HLA-A02:01. (2) The MHC is Mamu-B17 with pseudo-sequence Mamu-B17. The binding affinity (normalized) is 0.257. The peptide sequence is MRMRFKKGAV. (3) The peptide sequence is RIRQQLPLY. The MHC is HLA-A68:01 with pseudo-sequence HLA-A68:01. The binding affinity (normalized) is 0.346. (4) The peptide sequence is EWAENCYNL. The MHC is HLA-A24:02 with pseudo-sequence HLA-A24:02. The binding affinity (normalized) is 0.189. (5) The peptide sequence is EVMPVSMAK. The MHC is HLA-A01:01 with pseudo-sequence HLA-A01:01. The binding affinity (normalized) is 0.0847.